This data is from Reaction yield outcomes from USPTO patents with 853,638 reactions. The task is: Predict the reaction yield, written as a fraction of the theoretical maximum amount of product (1.0 means a 100% yield; for example, 0.34 means a 34% yield). (1) The reactants are [CH3:1][N:2]1[C:11]2[CH:10]=[CH:9][CH:8]=[C:7]3[C@@H:12]4[CH2:17][N:16]([CH2:18][CH2:19][CH2:20][C:21]([C:23]5[CH:28]=[CH:27][C:26]([F:29])=[CH:25][CH:24]=5)=[O:22])[CH2:15][CH2:14][C@@H:13]4[N:5]([C:6]=23)[CH2:4][CH2:3]1.[C:30](=[O:38])([O:34][CH:35]([CH3:37])[CH3:36])[O:31][CH2:32]Cl.[Na+].[I-]. The catalyst is C(#N)C. The product is [CH:30]([O-:34])=[O:31].[F:29][C:26]1[CH:25]=[CH:24][C:23]([C:21](=[O:22])[CH2:20][CH2:19][CH2:18][N+:16]2([CH2:32][O:31][C:30]([O:34][CH:35]([CH3:37])[CH3:36])=[O:38])[CH2:15][CH2:14][C@@H:13]3[N:5]4[C:6]5[C:7]([C@@H:12]3[CH2:17]2)=[CH:8][CH:9]=[CH:10][C:11]=5[N:2]([CH3:1])[CH2:3][CH2:4]4)=[CH:28][CH:27]=1. The yield is 0.750. (2) The reactants are C(OC([N:8]([CH2:28][C:29]1[CH:34]=[CH:33][CH:32]=[CH:31][N:30]=1)[CH2:9][C:10]1[CH:15]=[CH:14][C:13]([CH2:16][NH:17][CH:18]2[C:27]3[N:26]=[CH:25][CH:24]=[CH:23][C:22]=3[CH2:21][CH2:20][CH2:19]2)=[CH:12][CH:11]=1)=O)(C)(C)C.[N:35]1[CH:40]=[CH:39][N:38]=[CH:37][C:36]=1[C:41]([OH:43])=O.C(N(CC)C(C)C)(C)C.O.ON1C2C=CC=CC=2N=N1.Cl.CN(C)CCCN=C=NCC. The catalyst is C(Cl)Cl. The product is [N:30]1[CH:31]=[CH:32][CH:33]=[CH:34][C:29]=1[CH2:28][NH:8][CH2:9][C:10]1[CH:11]=[CH:12][C:13]([CH2:16][N:17]([CH:18]2[C:27]3[N:26]=[CH:25][CH:24]=[CH:23][C:22]=3[CH2:21][CH2:20][CH2:19]2)[C:41]([C:36]2[CH:37]=[N:38][CH:39]=[CH:40][N:35]=2)=[O:43])=[CH:14][CH:15]=1. The yield is 0.580. (3) The reactants are C[O:2][C:3]1[CH:12]=[CH:11][C:10]2[NH:9][C:8](=[O:13])[C:7]3[S:14][CH:15]=[CH:16][C:6]=3[C:5]=2[C:4]=1[C:17]1[CH:22]=[CH:21][C:20]([NH:23][S:24]([CH3:27])(=[O:26])=[O:25])=[C:19]([CH3:28])[CH:18]=1.BrB(Br)Br. No catalyst specified. The product is [OH:2][C:3]1[CH:12]=[CH:11][C:10]2[NH:9][C:8](=[O:13])[C:7]3[S:14][CH:15]=[CH:16][C:6]=3[C:5]=2[C:4]=1[C:17]1[CH:22]=[CH:21][C:20]([NH:23][S:24]([CH3:27])(=[O:26])=[O:25])=[C:19]([CH3:28])[CH:18]=1. The yield is 0.390. (4) The reactants are CS(O[CH:6]([C:8]#[CH:9])[CH3:7])(=O)=O.C(Cl)Cl.[C:13](O[C:13]([O:15][C:16]([CH3:19])([CH3:18])[CH3:17])=[O:14])([O:15][C:16]([CH3:19])([CH3:18])[CH3:17])=[O:14].[NH4+:28].[OH-]. No catalyst specified. The product is [CH3:7][CH:6]([NH:28][C:13](=[O:14])[O:15][C:16]([CH3:19])([CH3:18])[CH3:17])[C:8]#[CH:9]. The yield is 0.680.